Dataset: Full USPTO retrosynthesis dataset with 1.9M reactions from patents (1976-2016). Task: Predict the reactants needed to synthesize the given product. Given the product [Cl:1][C:2]1[C:11]2[C:6](=[CH:7][CH:8]=[CH:9][CH:10]=2)[C:5]2=[N:12][CH:16]=[CH:17][N:4]2[N:3]=1, predict the reactants needed to synthesize it. The reactants are: [Cl:1][C:2]1[C:11]2[C:6](=[CH:7][CH:8]=[CH:9][CH:10]=2)[C:5]([NH2:12])=[N:4][N:3]=1.[Br-].[Na+].Cl[CH2:16][CH:17]=O.